This data is from Forward reaction prediction with 1.9M reactions from USPTO patents (1976-2016). The task is: Predict the product of the given reaction. Given the reactants C([N:8](CC1C=CC=CC=1)[CH:9]1[CH2:13][CH:12]([C:14]([O:16][CH2:17][CH3:18])=[O:15])[CH:11]([CH2:19][CH3:20])[CH2:10]1)C1C=CC=CC=1.[H][H], predict the reaction product. The product is: [NH2:8][CH:9]1[CH2:13][CH:12]([C:14]([O:16][CH2:17][CH3:18])=[O:15])[CH:11]([CH2:19][CH3:20])[CH2:10]1.